The task is: Predict which catalyst facilitates the given reaction.. This data is from Catalyst prediction with 721,799 reactions and 888 catalyst types from USPTO. (1) Reactant: [CH3:1][N:2]([CH2:10][CH2:11][O:12][CH3:13])[C:3]1([C:8]#[N:9])[CH2:7][CH2:6][CH2:5][CH2:4]1.[C:14]1([Li])[CH:19]=[CH:18][CH:17]=[CH:16][CH:15]=1.C(OCCCC)CCC.[BH4-].[Na+].NC(C1C=CC=CC=1)C1(N(C)C)CCCC1. Product: [NH2:9][CH:8]([C:14]1[CH:19]=[CH:18][CH:17]=[CH:16][CH:15]=1)[C:3]1([N:2]([CH3:1])[CH2:10][CH2:11][O:12][CH3:13])[CH2:7][CH2:6][CH2:5][CH2:4]1. The catalyst class is: 36. (2) Reactant: [CH:1]([Cl:4])([Cl:3])[Cl:2].[CH3:5][O:6][C:7]1[CH:8]=[C:9]([CH:12]=[CH:13][CH:14]=1)[CH:10]=[O:11].[OH-].[K+]. Product: [Cl:2][C:1]([Cl:4])([Cl:3])[CH:10]([C:9]1[CH:12]=[CH:13][CH:14]=[C:7]([O:6][CH3:5])[CH:8]=1)[OH:11]. The catalyst class is: 121. (3) Reactant: [CH3:1][C:2]1([CH3:17])[CH2:5][CH:4]([C:6]([C:8]2[CH:16]=[CH:15][C:11]([C:12]([OH:14])=O)=[CH:10][CH:9]=2)=[O:7])[CH2:3]1.Cl.[NH2:19][CH2:20][CH2:21][C:22]([O:24][CH2:25][CH3:26])=[O:23].O.N1(O)C2C=CC=CC=2N=N1.C(N(CC)CC)C. Product: [CH3:17][C:2]1([CH3:1])[CH2:3][CH:4]([C:6]([C:8]2[CH:9]=[CH:10][C:11]([C:12]([NH:19][CH2:20][CH2:21][C:22]([O:24][CH2:25][CH3:26])=[O:23])=[O:14])=[CH:15][CH:16]=2)=[O:7])[CH2:5]1. The catalyst class is: 7. (4) Reactant: [CH3:1][O:2][C:3]1[CH:13]=[CH:12][C:6]2[CH:7]=[C:8]([C:10]#N)[O:9][C:5]=2[CH:4]=1.[O:14]1CCCC1.[CH:19]1([Mg]Br)[CH2:24][CH2:23][CH2:22][CH2:21][CH2:20]1.[Cl-].[NH4+]. Product: [CH:19]1([C:10]([C:8]2[O:9][C:5]3[CH:4]=[C:3]([O:2][CH3:1])[CH:13]=[CH:12][C:6]=3[CH:7]=2)=[O:14])[CH2:24][CH2:23][CH2:22][CH2:21][CH2:20]1. The catalyst class is: 7. (5) Reactant: CCN(C(C)C)C(C)C.CN(C=O)C.[NH2:15][C@H:16]([CH:27]1[CH2:30][CH2:29][CH2:28]1)[C@@H:17]([NH:19][C:20](=[O:26])[O:21][C:22]([CH3:25])([CH3:24])[CH3:23])[CH3:18].[Cl:31][C:32]1[N:39]=[C:38](Cl)[C:37]([F:41])=[CH:36][C:33]=1[C:34]#[N:35]. Product: [Cl:31][C:32]1[N:39]=[C:38]([NH:15][C@H:16]([CH:27]2[CH2:28][CH2:29][CH2:30]2)[C@@H:17]([NH:19][C:20](=[O:26])[O:21][C:22]([CH3:23])([CH3:24])[CH3:25])[CH3:18])[C:37]([F:41])=[CH:36][C:33]=1[C:34]#[N:35]. The catalyst class is: 6. (6) Reactant: [CH2:1]([O:5][C:6]1[C:15]2[C:10](=[CH:11][CH:12]=[C:13]([OH:16])[CH:14]=2)[C:9](=[O:17])[N:8]([CH2:18][C:19]([CH3:22])([CH3:21])[CH3:20])[C:7]=1[CH2:23][NH:24][C:25](=[O:31])[O:26][C:27]([CH3:30])([CH3:29])[CH3:28])[CH2:2][CH2:3][CH3:4].Br[CH2:33][CH2:34][CH3:35].C(=O)([O-])[O-].[K+].[K+].O. Product: [CH2:1]([O:5][C:6]1[C:15]2[C:10](=[CH:11][CH:12]=[C:13]([O:16][CH2:33][CH2:34][CH3:35])[CH:14]=2)[C:9](=[O:17])[N:8]([CH2:18][C:19]([CH3:22])([CH3:21])[CH3:20])[C:7]=1[CH2:23][NH:24][C:25](=[O:31])[O:26][C:27]([CH3:30])([CH3:29])[CH3:28])[CH2:2][CH2:3][CH3:4]. The catalyst class is: 9. (7) Reactant: [Cl:1][C:2]1[CH:7]=[C:6]([F:8])[CH:5]=[CH:4][C:3]=1/[C:9](/[CH2:33][CH3:34])=[C:10](\[C:20]1[CH:25]=[CH:24][C:23](/[CH:26]=[CH:27]/[C:28]([O:30][CH2:31][CH3:32])=[O:29])=[CH:22][CH:21]=1)/[C:11]1[CH:12]=[C:13]2[C:17](=[CH:18][CH:19]=1)[NH:16][N:15]=[CH:14]2.C1(=O)O[CH2:38][CH2:37][O:36]1.C(=O)([O-])[O-].[Cs+].[Cs+]. Product: [Cl:1][C:2]1[CH:7]=[C:6]([F:8])[CH:5]=[CH:4][C:3]=1/[C:9](/[CH2:33][CH3:34])=[C:10](\[C:20]1[CH:25]=[CH:24][C:23](/[CH:26]=[CH:27]/[C:28]([O:30][CH2:31][CH3:32])=[O:29])=[CH:22][CH:21]=1)/[C:11]1[CH:12]=[C:13]2[C:17](=[CH:18][CH:19]=1)[N:16]([CH2:38][CH2:37][OH:36])[N:15]=[CH:14]2. The catalyst class is: 173. (8) Reactant: O[Li].O.C[O:5][C:6]([C:8]1[S:12][C:11]([C:13]2[N:14]=[N+:15]([O-:19])[CH:16]=[CH:17][CH:18]=2)=[CH:10][CH:9]=1)=[O:7]. Product: [C:6]([C:8]1[S:12][C:11]([C:13]2[N:14]=[N+:15]([O-:19])[CH:16]=[CH:17][CH:18]=2)=[CH:10][CH:9]=1)([OH:7])=[O:5]. The catalyst class is: 278. (9) Product: [Cl:1][C:2]1[C:10]([Cl:11])=[C:9]2[C:5]([CH2:6][C:7]([CH:14]3[CH2:18][CH2:17][CH2:16][CH2:15]3)([CH3:13])[C:8]2=[O:12])=[CH:4][C:3]=1[O:19][CH2:20][CH2:21][CH2:22][C:23]1[NH:27][N:26]=[N:25][N:24]=1. The catalyst class is: 11. Reactant: [Cl:1][C:2]1[C:10]([Cl:11])=[C:9]2[C:5]([CH2:6][C:7]([CH:14]3[CH2:18][CH2:17][CH2:16][CH2:15]3)([CH3:13])[C:8]2=[O:12])=[CH:4][C:3]=1[O:19][CH2:20][CH2:21][CH2:22][C:23]#[N:24].[N:25]([Si](C)(C)C)=[N+:26]=[N-:27].C([Sn](=O)CCCC)CCC.